Predict the reactants needed to synthesize the given product. From a dataset of Full USPTO retrosynthesis dataset with 1.9M reactions from patents (1976-2016). (1) Given the product [CH2:1]([O:8][C:9]1[CH:14]=[CH:13][CH:12]=[CH:11][C:10]=1[C:15](=[O:18])[CH2:16][F:42])[C:2]1[CH:7]=[CH:6][CH:5]=[CH:4][CH:3]=1, predict the reactants needed to synthesize it. The reactants are: [CH2:1]([O:8][C:9]1[CH:14]=[CH:13][CH:12]=[CH:11][C:10]=1[C:15](=[O:18])[CH2:16]Br)[C:2]1[CH:7]=[CH:6][CH:5]=[CH:4][CH:3]=1.N1C=CC=CC=1.CCCC[N+](CCCC)(CCCC)CCCC.[FH:42].[F-]. (2) Given the product [F:22][C:21]([F:24])([F:23])[S:18]([O:1][C:2]1[CH:9]=[C:8]([CH3:10])[C:5]([C:6]#[N:7])=[C:4]([CH3:11])[C:3]=1[N+:12]([O-:14])=[O:13])(=[O:20])=[O:19], predict the reactants needed to synthesize it. The reactants are: [OH:1][C:2]1[CH:9]=[C:8]([CH3:10])[C:5]([C:6]#[N:7])=[C:4]([CH3:11])[C:3]=1[N+:12]([O-:14])=[O:13].ClCCl.[S:18](O[S:18]([C:21]([F:24])([F:23])[F:22])(=[O:20])=[O:19])([C:21]([F:24])([F:23])[F:22])(=[O:20])=[O:19].N1C=CC=CC=1. (3) Given the product [Cl:32][C:17]1[C:18]([C:20]2[CH:21]=[N:22][C:23]([C:28]([F:31])([F:29])[F:30])=[CH:24][C:25]=2[C:26]#[N:27])=[CH:19][C:14]([C:13]([N:5]([C:4]2[CH:7]=[CH:8][CH:9]=[CH:10][C:3]=2[O:1][CH3:2])[CH3:6])=[O:35])=[C:15]([O:33][CH3:34])[CH:16]=1, predict the reactants needed to synthesize it. The reactants are: [O:1]([C:3]1[CH:10]=[CH:9][CH:8]=[CH:7][C:4]=1[NH:5][CH3:6])[CH3:2].CO[C:13](=[O:35])[C:14]1[CH:19]=[C:18]([C:20]2[CH:21]=[N:22][C:23]([C:28]([F:31])([F:30])[F:29])=[CH:24][C:25]=2[C:26]#[N:27])[C:17]([Cl:32])=[CH:16][C:15]=1[O:33][CH3:34]. (4) The reactants are: [H-].[Na+].CN(C=O)C.[OH:8][C:9]1[CH:13]=[C:12]([C:14]([F:17])([F:16])[F:15])[N:11]([CH3:18])[N:10]=1.Cl[C:20]1[N:25]=[C:24]([CH3:26])[C:23]([N+:27]([O-:29])=[O:28])=[CH:22][CH:21]=1. Given the product [CH3:26][C:24]1[C:23]([N+:27]([O-:29])=[O:28])=[CH:22][CH:21]=[C:20]([O:8][C:9]2[CH:13]=[C:12]([C:14]([F:15])([F:17])[F:16])[N:11]([CH3:18])[N:10]=2)[N:25]=1, predict the reactants needed to synthesize it. (5) Given the product [NH2:47][C:4]1[N:3]=[C:2]([F:1])[N:10]=[C:9]2[C:5]=1[N:6]=[C:7]([CH2:36][C:37]1[C:45]([I:46])=[CH:44][C:40]3[O:41][CH2:42][O:43][C:39]=3[CH:38]=1)[N:8]2[CH2:11][CH2:12][O:13][CH2:14][CH2:15][OH:16], predict the reactants needed to synthesize it. The reactants are: [F:1][C:2]1[N:10]=[C:9]2[C:5]([N:6]=[C:7]([CH2:36][C:37]3[C:45]([I:46])=[CH:44][C:40]4[O:41][CH2:42][O:43][C:39]=4[CH:38]=3)[N:8]2[CH2:11][CH2:12][O:13][CH2:14][CH2:15][O:16]C(C2C=CC=CC=2)(C2C=CC=CC=2)C2C=CC=CC=2)=[C:4]([NH2:47])[N:3]=1.C(O)(C(F)(F)F)=O.C(Cl)Cl.